This data is from Reaction yield outcomes from USPTO patents with 853,638 reactions. The task is: Predict the reaction yield, written as a fraction of the theoretical maximum amount of product (1.0 means a 100% yield; for example, 0.34 means a 34% yield). (1) The reactants are COC([C:5]1([C:18]2[C:27]3[C:22](=[CH:23][C:24]([F:29])=[C:25]([F:28])[CH:26]=3)[N:21]=[CH:20][N:19]=2)[CH2:10][CH2:9][N:8]([C:11]([O:13][C:14]([CH3:17])([CH3:16])[CH3:15])=[O:12])[CH2:7][CH2:6]1)=O.[Li+].[Cl-].O.[Na+].[Cl-]. The catalyst is CS(C)=O. The product is [C:14]([O:13][C:11]([N:8]1[CH2:9][CH2:10][CH:5]([C:18]2[C:27]3[C:22](=[CH:23][C:24]([F:29])=[C:25]([F:28])[CH:26]=3)[N:21]=[CH:20][N:19]=2)[CH2:6][CH2:7]1)=[O:12])([CH3:17])([CH3:15])[CH3:16]. The yield is 0.390. (2) The yield is 0.460. The product is [CH3:12][N:13]([CH3:14])[C:8]([C:5]1[CH:4]=[CH:3][C:2]([Br:1])=[CH:7][N:6]=1)=[O:10]. The catalyst is CN(C=O)C. The reactants are [Br:1][C:2]1[CH:3]=[CH:4][C:5]([C:8]([OH:10])=O)=[N:6][CH:7]=1.Cl.[CH3:12][NH:13][CH3:14].C(N(CC)CC)C.CN(C(ON1N=NC2C=CC=NC1=2)=[N+](C)C)C.F[P-](F)(F)(F)(F)F. (3) The reactants are CC([O:5][CH2:6][C:7]1[C:11]([CH2:12][OH:13])=[C:10]([CH:14]([CH3:16])[CH3:15])[O:9][N:8]=1)(C)C.O[C:18]1[CH:23]=[CH:22][C:21]([C:24]2[CH:25]=[C:26]3[C:31](=[CH:32][CH:33]=2)[N:30]=[C:29]([C:34]([O:36][CH3:37])=[O:35])[CH:28]=[CH:27]3)=[CH:20][CH:19]=1.C1(P(C2C=CC=CC=2)C2C=CC=CC=2)C=CC=CC=1.N(C(OC(C)C)=O)=NC(OC(C)C)=O.FC(F)(F)C(O)=O. The catalyst is ClCCl. The product is [OH:5][CH2:6][C:7]1[C:11]([CH2:12][O:13][C:18]2[CH:19]=[CH:20][C:21]([C:24]3[CH:25]=[C:26]4[C:31](=[CH:32][CH:33]=3)[N:30]=[C:29]([C:34]([O:36][CH3:37])=[O:35])[CH:28]=[CH:27]4)=[CH:22][CH:23]=2)=[C:10]([CH:14]([CH3:15])[CH3:16])[O:9][N:8]=1. The yield is 0.540. (4) The reactants are [NH2:1][C:2]1[CH:3]=[C:4]([N:8]([CH2:16][C:17]2[CH:22]=[CH:21][CH:20]=[C:19]([O:23][C:24]([F:29])([F:28])[CH:25]([F:27])[F:26])[CH:18]=2)[CH2:9][CH:10]([OH:15])[C:11]([F:14])([F:13])[F:12])[CH:5]=[CH:6][CH:7]=1.C(O)(=O)C.[CH:34](=O)[CH:35]([CH3:37])[CH3:36].[BH-](OC(C)=O)(OC(C)=O)OC(C)=O.[Na+]. The catalyst is ClC(Cl)C. The product is [CH3:34][CH:35]([CH3:37])[CH2:36][NH:1][C:2]1[CH:3]=[C:4]([N:8]([CH2:16][C:17]2[CH:22]=[CH:21][CH:20]=[C:19]([O:23][C:24]([F:28])([F:29])[CH:25]([F:26])[F:27])[CH:18]=2)[CH2:9][CH:10]([OH:15])[C:11]([F:14])([F:13])[F:12])[CH:5]=[CH:6][CH:7]=1. The yield is 0.290. (5) The reactants are [Br:1][C:2]1[CH:3]=[C:4]2[C:11]3([C:15](=[O:16])[N:14]([CH3:17])[C:13](SC)=[N:12]3)[CH2:10][CH:9]([C:20]3[CH:25]=[CH:24][CH:23]=[C:22]([F:26])[CH:21]=3)[O:8][C:5]2=[CH:6][CH:7]=1.[NH4+:27].[I-]. The catalyst is N.CCO. The product is [NH2:27][C:13]1[N:14]([CH3:17])[C:15](=[O:16])[C:11]2([C:4]3[C:5](=[CH:6][CH:7]=[C:2]([Br:1])[CH:3]=3)[O:8][CH:9]([C:20]3[CH:25]=[CH:24][CH:23]=[C:22]([F:26])[CH:21]=3)[CH2:10]2)[N:12]=1. The yield is 0.500. (6) The reactants are [CH2:1]([O:3][C:4]([C:6]1([CH:19]([C:24]2[CH:29]=[CH:28][CH:27]=[CH:26][CH:25]=2)[CH2:20][N+:21]([O-])=O)[CH2:11][CH2:10][N:9]([CH2:12][C:13]2[CH:18]=[CH:17][CH:16]=[CH:15][CH:14]=2)[CH2:8][CH2:7]1)=[O:5])[CH3:2]. The catalyst is CCO.[Ni]. The product is [CH2:1]([O:3][C:4]([C:6]1([CH:19]([C:24]2[CH:29]=[CH:28][CH:27]=[CH:26][CH:25]=2)[CH2:20][NH2:21])[CH2:11][CH2:10][N:9]([CH2:12][C:13]2[CH:14]=[CH:15][CH:16]=[CH:17][CH:18]=2)[CH2:8][CH2:7]1)=[O:5])[CH3:2]. The yield is 0.990. (7) The reactants are [CH3:1][O:2][C:3]1[CH:26]=[C:25]([O:27][CH3:28])[CH:24]=[CH:23][C:4]=1[CH2:5][N:6]1[C:14](=O)[C:13]2[C:8](=[CH:9][CH:10]=[CH:11][C:12]=2[O:16][CH2:17][CH2:18][N:19]([CH3:21])[CH3:20])[C:7]1=O.[H-].[Al+3].[Li+].[H-].[H-].[H-].C1COCC1. No catalyst specified. The product is [CH3:1][O:2][C:3]1[CH:26]=[C:25]([O:27][CH3:28])[CH:24]=[CH:23][C:4]=1[CH2:5][N:6]1[CH2:14][C:13]2[C:8](=[CH:9][CH:10]=[CH:11][C:12]=2[O:16][CH2:17][CH2:18][N:19]([CH3:21])[CH3:20])[CH2:7]1. The yield is 1.03. (8) The reactants are C(Cl)(=O)C(Cl)=O.CS(C)=O.[CH3:11][C:12]1[CH:13]=[C:14]([N:19]([CH3:34])[C:20]2[C:29]3[C:24](=[CH:25][CH:26]=[CH:27][CH:28]=3)[C:23](=[O:30])[N:22]([CH3:31])[C:21]=2[CH2:32][OH:33])[CH:15]=[CH:16][C:17]=1[CH3:18].CCN(CC)CC. The catalyst is C(Cl)Cl. The product is [CH3:11][C:12]1[CH:13]=[C:14]([N:19]([CH3:34])[C:20]2[C:29]3[C:24](=[CH:25][CH:26]=[CH:27][CH:28]=3)[C:23](=[O:30])[N:22]([CH3:31])[C:21]=2[CH:32]=[O:33])[CH:15]=[CH:16][C:17]=1[CH3:18]. The yield is 0.614. (9) The reactants are [CH2:1]([C:4]1([CH2:38][F:39])[S:9](=[O:11])(=[O:10])[CH2:8][C@:7]([C:13]2[CH:18]=[C:17]([N+:19]([O-:21])=[O:20])[CH:16]=[CH:15][C:14]=2[F:22])([CH3:12])[N:6]=[C:5]1[N:23]([C:31]([O:33][C:34]([CH3:37])([CH3:36])[CH3:35])=[O:32])[C:24](=[O:30])[O:25][C:26]([CH3:29])([CH3:28])[CH3:27])[CH:2]=C.C1(P(C2C=CC=CC=2)C2C=CC=CC=2)C=CC=CC=1.C[OH:60]. The catalyst is C(Cl)Cl. The product is [C:26]([O:25][C:24]([N:23]([C:5]1[C:4]([CH2:38][F:39])([CH2:1][CH:2]=[O:60])[S:9](=[O:10])(=[O:11])[CH2:8][C@:7]([C:13]2[CH:18]=[C:17]([N+:19]([O-:21])=[O:20])[CH:16]=[CH:15][C:14]=2[F:22])([CH3:12])[N:6]=1)[C:31](=[O:32])[O:33][C:34]([CH3:35])([CH3:36])[CH3:37])=[O:30])([CH3:28])([CH3:27])[CH3:29]. The yield is 0.950.